From a dataset of Peptide-MHC class II binding affinity with 134,281 pairs from IEDB. Regression. Given a peptide amino acid sequence and an MHC pseudo amino acid sequence, predict their binding affinity value. This is MHC class II binding data. (1) The peptide sequence is SHLIKIPLLIGYGNK. The MHC is DRB1_1501 with pseudo-sequence DRB1_1501. The binding affinity (normalized) is 0.535. (2) The peptide sequence is QDVLLFTPASTEPQS. The MHC is DRB1_0901 with pseudo-sequence DRB1_0901. The binding affinity (normalized) is 0.418.